This data is from NCI-60 drug combinations with 297,098 pairs across 59 cell lines. The task is: Regression. Given two drug SMILES strings and cell line genomic features, predict the synergy score measuring deviation from expected non-interaction effect. (1) Drug 1: CS(=O)(=O)CCNCC1=CC=C(O1)C2=CC3=C(C=C2)N=CN=C3NC4=CC(=C(C=C4)OCC5=CC(=CC=C5)F)Cl. Drug 2: CCC1(C2=C(COC1=O)C(=O)N3CC4=CC5=C(C=CC(=C5CN(C)C)O)N=C4C3=C2)O.Cl. Cell line: SK-MEL-5. Synergy scores: CSS=30.4, Synergy_ZIP=-2.84, Synergy_Bliss=-4.09, Synergy_Loewe=-33.4, Synergy_HSA=-1.26. (2) Drug 1: CC12CCC3C(C1CCC2O)C(CC4=C3C=CC(=C4)O)CCCCCCCCCS(=O)CCCC(C(F)(F)F)(F)F. Drug 2: N.N.Cl[Pt+2]Cl. Cell line: OVCAR3. Synergy scores: CSS=15.5, Synergy_ZIP=1.75, Synergy_Bliss=2.81, Synergy_Loewe=-17.7, Synergy_HSA=-1.51.